From a dataset of Reaction yield outcomes from USPTO patents with 853,638 reactions. Predict the reaction yield, written as a fraction of the theoretical maximum amount of product (1.0 means a 100% yield; for example, 0.34 means a 34% yield). (1) The reactants are Cl.Cl.[NH:3]1[CH2:8][CH2:7][NH:6][CH2:5][CH:4]1[C:9]([OH:11])=[O:10].[C:12](=O)(O)[O-].[Na+].C[Si](C=[N+]=[N-])(C)C. The catalyst is CO.C(Cl)Cl. The product is [NH:3]1[CH2:8][CH2:7][NH:6][CH2:5][CH:4]1[C:9]([O:11][CH3:12])=[O:10]. The yield is 0.280. (2) The catalyst is C(Cl)Cl. The reactants are Br[C:2]1[CH:3]=[CH:4][C:5]2[O:14][CH2:13][CH2:12][N:11]3[C:7](=[N:8][C:9]([C:15]4[N:16]([CH:23]([CH3:25])[CH3:24])[N:17]=[C:18]([CH2:20][O:21][CH3:22])[N:19]=4)=[CH:10]3)[C:6]=2[CH:26]=1. The yield is 1.00. The product is [CH:23]([N:16]1[C:15]([C:9]2[N:8]=[C:7]3[C:6]4[CH:26]=[CH:2][CH:3]=[CH:4][C:5]=4[O:14][CH2:13][CH2:12][N:11]3[CH:10]=2)=[N:19][C:18]([CH2:20][O:21][CH3:22])=[N:17]1)([CH3:25])[CH3:24].